Dataset: Full USPTO retrosynthesis dataset with 1.9M reactions from patents (1976-2016). Task: Predict the reactants needed to synthesize the given product. (1) The reactants are: [Br:1][C:2]1[CH:7]=[CH:6][C:5]([N+:8]([O-:10])=[O:9])=[C:4](F)[CH:3]=1.[NH2:12][C:13]1[CH:18]=[CH:17][CH:16]=[CH:15][CH:14]=1. Given the product [Br:1][C:2]1[CH:7]=[CH:6][C:5]([N+:8]([O-:10])=[O:9])=[C:4]([CH:3]=1)[NH:12][C:13]1[CH:18]=[CH:17][CH:16]=[CH:15][CH:14]=1, predict the reactants needed to synthesize it. (2) Given the product [CH3:35][N:33]([CH3:34])[CH:30]1[CH2:29][CH2:28][N:27]([C:22]2[C:21]([CH3:36])=[CH:20][C:19]([NH:18][C:2]3[N:7]=[C:6]([C:8]4[C:16]5[C:11](=[CH:12][CH:13]=[CH:14][CH:15]=5)[NH:10][CH:9]=4)[C:5]([CH3:17])=[CH:4][N:3]=3)=[C:24]([O:25][CH3:26])[CH:23]=2)[CH2:32][CH2:31]1, predict the reactants needed to synthesize it. The reactants are: Cl[C:2]1[N:7]=[C:6]([C:8]2[C:16]3[C:11](=[CH:12][CH:13]=[CH:14][CH:15]=3)[NH:10][CH:9]=2)[C:5]([CH3:17])=[CH:4][N:3]=1.[NH2:18][C:19]1[C:24]([O:25][CH3:26])=[CH:23][C:22]([N:27]2[CH2:32][CH2:31][CH:30]([N:33]([CH3:35])[CH3:34])[CH2:29][CH2:28]2)=[C:21]([CH3:36])[CH:20]=1. (3) Given the product [CH3:1][C:2]1[CH:11]=[C:10]2[C:5]([C:6]([OH:16])=[CH:7][C:8]([C:12]([OH:14])=[O:13])=[N:9]2)=[CH:4][CH:3]=1, predict the reactants needed to synthesize it. The reactants are: [CH3:1][C:2]1[CH:11]=[C:10]2[C:5]([C:6]([OH:16])=[CH:7][C:8]([C:12]([O:14]C)=[O:13])=[N:9]2)=[CH:4][CH:3]=1.[Li+].[OH-]. (4) Given the product [NH2:2][C:5]1[CH:9]=[CH:8][S:7][C:6]=1[S:10]([NH2:13])(=[O:12])=[O:11], predict the reactants needed to synthesize it. The reactants are: I.[N+:2]([C:5]1[CH:9]=[CH:8][S:7][C:6]=1[S:10]([NH2:13])(=[O:12])=[O:11])([O-])=O. (5) Given the product [CH2:1]([C@H:3]([NH:10][C:11]([C:13]1[C:22]2[C:17](=[CH:18][CH:19]=[CH:20][CH:21]=2)[N:16]=[C:15]([C:23]2[CH:24]=[CH:25][CH:26]=[CH:27][CH:28]=2)[C:14]=1[CH2:29][N:30]1[CH2:31][CH2:32][CH:33]([OH:36])[CH2:34][CH2:35]1)=[O:12])[C:4]1[CH:9]=[CH:8][CH:7]=[CH:6][CH:5]=1)[CH3:2], predict the reactants needed to synthesize it. The reactants are: [CH2:1]([C@H:3]([NH:10][C:11]([C:13]1[C:22]2[C:17](=[CH:18][CH:19]=[CH:20][CH:21]=2)[N:16]=[C:15]([C:23]2[CH:28]=[CH:27][CH:26]=[CH:25][CH:24]=2)[C:14]=1[CH2:29][N:30]1[CH2:35][CH2:34][C:33](=[O:36])[CH2:32][CH2:31]1)=[O:12])[C:4]1[CH:9]=[CH:8][CH:7]=[CH:6][CH:5]=1)[CH3:2].[BH4-].[Na+]. (6) Given the product [Cl:17][C:18]1[N:19]=[C:20]([O:1][C@@H:2]2[CH2:7][CH2:6][CH2:5][N:4]([C:8]([O:10][C:11]([CH3:14])([CH3:13])[CH3:12])=[O:9])[CH2:3]2)[CH:21]=[N:22][CH:23]=1, predict the reactants needed to synthesize it. The reactants are: [OH:1][C@@H:2]1[CH2:7][CH2:6][CH2:5][N:4]([C:8]([O:10][C:11]([CH3:14])([CH3:13])[CH3:12])=[O:9])[CH2:3]1.[H-].[Na+].[Cl:17][C:18]1[CH:23]=[N:22][CH:21]=[C:20](Cl)[N:19]=1.